This data is from Full USPTO retrosynthesis dataset with 1.9M reactions from patents (1976-2016). The task is: Predict the reactants needed to synthesize the given product. Given the product [CH2:1]([N:3]1[C:15]2[CH:14]=[CH:13][C:12]([CH2:16][N:18]3[CH2:23][CH2:22][CH:21]([C:24]4[CH:25]=[C:26]([NH:30][C:31]([CH:33]5[CH2:34][CH2:35]5)=[O:32])[CH:27]=[CH:28][CH:29]=4)[CH2:20][CH2:19]3)=[CH:11][C:10]=2[C:9]2[C:4]1=[CH:5][CH:6]=[CH:7][CH:8]=2)[CH3:2], predict the reactants needed to synthesize it. The reactants are: [CH2:1]([N:3]1[C:15]2[CH:14]=[CH:13][C:12]([CH:16]=O)=[CH:11][C:10]=2[C:9]2[C:4]1=[CH:5][CH:6]=[CH:7][CH:8]=2)[CH3:2].[NH:18]1[CH2:23][CH2:22][CH:21]([C:24]2[CH:25]=[C:26]([NH:30][C:31]([CH:33]3[CH2:35][CH2:34]3)=[O:32])[CH:27]=[CH:28][CH:29]=2)[CH2:20][CH2:19]1.